Dataset: Peptide-MHC class I binding affinity with 185,985 pairs from IEDB/IMGT. Task: Regression. Given a peptide amino acid sequence and an MHC pseudo amino acid sequence, predict their binding affinity value. This is MHC class I binding data. (1) The peptide sequence is VTYNCCDDDY. The MHC is Patr-B0101 with pseudo-sequence Patr-B0101. The binding affinity (normalized) is 0.152. (2) The peptide sequence is KTSLSNLLA. The MHC is HLA-A02:12 with pseudo-sequence HLA-A02:12. The binding affinity (normalized) is 0.0847.